The task is: Regression. Given two drug SMILES strings and cell line genomic features, predict the synergy score measuring deviation from expected non-interaction effect.. This data is from NCI-60 drug combinations with 297,098 pairs across 59 cell lines. Drug 1: CC1C(C(=O)NC(C(=O)N2CCCC2C(=O)N(CC(=O)N(C(C(=O)O1)C(C)C)C)C)C(C)C)NC(=O)C3=C4C(=C(C=C3)C)OC5=C(C(=O)C(=C(C5=N4)C(=O)NC6C(OC(=O)C(N(C(=O)CN(C(=O)C7CCCN7C(=O)C(NC6=O)C(C)C)C)C)C(C)C)C)N)C. Drug 2: CC1=CC=C(C=C1)C2=CC(=NN2C3=CC=C(C=C3)S(=O)(=O)N)C(F)(F)F. Cell line: SNB-19. Synergy scores: CSS=4.81, Synergy_ZIP=9.22, Synergy_Bliss=14.1, Synergy_Loewe=9.93, Synergy_HSA=11.4.